The task is: Predict the reactants needed to synthesize the given product.. This data is from Full USPTO retrosynthesis dataset with 1.9M reactions from patents (1976-2016). (1) Given the product [NH2:6][C:5]1[C:4]([CH2:7][CH2:8][C:9]#[N:10])=[CH:3][O:11][N:12]=1, predict the reactants needed to synthesize it. The reactants are: BrBr.[CH2:3]=[C:4]([CH2:7][CH2:8][C:9]#[N:10])[C:5]#[N:6].[OH:11][NH:12]C(N)=O.[OH-].[Na+]. (2) Given the product [CH3:2][N:3]1[C:7]([C:8]2([C:11](=[NH:12])[O:15][CH2:13][CH3:14])[CH2:10][CH2:9]2)=[N:6][CH:5]=[N:4]1, predict the reactants needed to synthesize it. The reactants are: [Na].[CH3:2][N:3]1[C:7]([C:8]2([C:11]#[N:12])[CH2:10][CH2:9]2)=[N:6][CH:5]=[N:4]1.[CH2:13]([OH:15])[CH3:14].